This data is from Full USPTO retrosynthesis dataset with 1.9M reactions from patents (1976-2016). The task is: Predict the reactants needed to synthesize the given product. (1) Given the product [CH:1]1([N:7]([CH3:32])[S:8]([CH2:11][CH2:12][NH:13][CH2:14][C:15]2[CH:20]=[C:19]([C:21](=[O:28])[C:22]3[CH:27]=[CH:26][CH:25]=[CH:24][CH:23]=3)[CH:18]=[CH:17][C:16]=2[NH2:29])(=[O:10])=[O:9])[CH2:2][CH2:3][CH2:4][CH2:5][CH2:6]1, predict the reactants needed to synthesize it. The reactants are: [CH:1]1([N:7]([CH3:32])[S:8]([CH2:11][CH2:12][NH:13][CH2:14][C:15]2[CH:20]=[C:19]([C:21](=[O:28])[C:22]3[CH:27]=[CH:26][CH:25]=[CH:24][CH:23]=3)[CH:18]=[CH:17][C:16]=2[N+:29]([O-])=O)(=[O:10])=[O:9])[CH2:6][CH2:5][CH2:4][CH2:3][CH2:2]1.S1C=CC=C1. (2) The reactants are: [CH:1]([C:4]1[CH:9]=[CH:8][CH:7]=[CH:6][C:5]=1[N:10]=[C:11]=S)([CH3:3])[CH3:2].[NH2:13][C:14]1[CH:15]=[C:16]([CH:21]=[CH:22][C:23]=1[NH2:24])[C:17]([O:19][CH3:20])=[O:18]. Given the product [CH3:20][O:19][C:17]([C:16]1[CH:21]=[CH:22][C:23]2[NH:24][C:11]([NH:10][C:5]3[CH:6]=[CH:7][CH:8]=[CH:9][C:4]=3[CH:1]([CH3:3])[CH3:2])=[N:13][C:14]=2[CH:15]=1)=[O:18], predict the reactants needed to synthesize it. (3) Given the product [Cl:26][C:23]1[CH:22]=[CH:21][C:20]([CH2:19][CH:18]([O:27][CH2:28][CH:29]([CH3:31])[CH3:30])[CH2:17][NH:8][C:7]2[CH:9]=[CH:10][C:4]([CH:1]([CH3:3])[CH3:2])=[CH:5][C:6]=2[N+:11]([O-:13])=[O:12])=[CH:25][CH:24]=1, predict the reactants needed to synthesize it. The reactants are: [CH:1]([C:4]1[CH:10]=[CH:9][C:7]([NH2:8])=[C:6]([N+:11]([O-:13])=[O:12])[CH:5]=1)([CH3:3])[CH3:2].[H-].[Na+].Br[CH2:17][CH:18]([O:27][CH2:28][CH:29]([CH3:31])[CH3:30])[CH2:19][C:20]1[CH:25]=[CH:24][C:23]([Cl:26])=[CH:22][CH:21]=1. (4) Given the product [Cl:1][C:2]1[CH:7]=[C:6]([N:8]2[CH:12]=[N:11][N:10]=[N:9]2)[CH:5]=[CH:4][C:3]=1[CH2:13][C:14]([OH:16])=[O:15], predict the reactants needed to synthesize it. The reactants are: [Cl:1][C:2]1[CH:7]=[C:6]([N:8]2[CH:12]=[N:11][N:10]=[N:9]2)[CH:5]=[CH:4][C:3]=1[CH2:13][C:14]([O:16]C)=[O:15].[Li+].[OH-].Cl. (5) Given the product [CH2:1]([O:3][C:4](=[O:26])[CH2:5][C:6]1[CH:7]=[C:8]([C:14]2[CH:19]=[CH:18][C:17]([C:20]([F:23])([F:22])[F:21])=[CH:16][C:15]=2[CH2:24][S:34][CH2:27][C:28]2[CH:33]=[CH:32][CH:31]=[CH:30][CH:29]=2)[C:9]([O:12][CH3:13])=[CH:10][CH:11]=1)[CH3:2], predict the reactants needed to synthesize it. The reactants are: [CH2:1]([O:3][C:4](=[O:26])[CH2:5][C:6]1[CH:7]=[C:8]([C:14]2[CH:19]=[CH:18][C:17]([C:20]([F:23])([F:22])[F:21])=[CH:16][C:15]=2[CH2:24]Br)[C:9]([O:12][CH3:13])=[CH:10][CH:11]=1)[CH3:2].[CH2:27]([SH:34])[C:28]1[CH:33]=[CH:32][CH:31]=[CH:30][CH:29]=1.